This data is from Catalyst prediction with 721,799 reactions and 888 catalyst types from USPTO. The task is: Predict which catalyst facilitates the given reaction. Reactant: [CH2:1]([NH2:4])[CH2:2][NH2:3].N1C=CC=CC=1.[Cl:11][C:12]1[CH:17]=[CH:16][CH:15]=[CH:14][C:13]=1[N:18]1[C:22](=[O:23])[NH:21][N:20]=[C:19]1[C:24]1[S:40][C:27]2[C:28]3[CH:36]=[CH:35][C:34]([C:37](Cl)=[O:38])=[CH:33][C:29]=3[O:30][CH2:31][CH2:32][C:26]=2[CH:25]=1. Product: [NH2:3][CH2:2][CH2:1][NH:4][C:37]([C:34]1[CH:35]=[CH:36][C:28]2[C:27]3[S:40][C:24]([C:19]4[N:18]([C:13]5[CH:14]=[CH:15][CH:16]=[CH:17][C:12]=5[Cl:11])[C:22](=[O:23])[NH:21][N:20]=4)=[CH:25][C:26]=3[CH2:32][CH2:31][O:30][C:29]=2[CH:33]=1)=[O:38]. The catalyst class is: 20.